Dataset: Forward reaction prediction with 1.9M reactions from USPTO patents (1976-2016). Task: Predict the product of the given reaction. (1) Given the reactants N(C(=O)[CH:5]=[C:6]([C:8]1[CH:13]=[CH:12][CH:11]=[C:10]([N:14]([CH2:22][C:23]2[CH:28]=[CH:27][CH:26]=[CH:25][CH:24]=2)[CH2:15][C:16]2[CH:21]=[CH:20][CH:19]=[CH:18][CH:17]=2)[CH:9]=1)[CH3:7])=[N+]=[N-].C1([O:36][C:37]2C=CC=CC=2)C=CC=CC=1.C([N:47](CCCC)CCCC)CCC, predict the reaction product. The product is: [CH2:15]([N:14]([CH2:22][C:23]1[CH:28]=[CH:27][CH:26]=[CH:25][CH:24]=1)[C:10]1[CH:9]=[C:8]2[C:13](=[CH:12][CH:11]=1)[C:37](=[O:36])[NH:47][CH:5]=[C:6]2[CH3:7])[C:16]1[CH:21]=[CH:20][CH:19]=[CH:18][CH:17]=1. (2) Given the reactants [NH:1]1[CH2:8][CH2:7]C[C@H:2]1[C:3](O)=[O:4].I[C:10]1[CH:15]=[CH:14][CH:13]=[CH:12][CH:11]=1.N1CCOCC1, predict the reaction product. The product is: [C:10]1([N:1]2[CH2:2][CH2:3][O:4][CH2:7][CH2:8]2)[CH:15]=[CH:14][CH:13]=[CH:12][CH:11]=1. (3) Given the reactants [CH3:1][O:2][C:3](=[O:37])[C:4]1[CH:9]=[CH:8][C:7](/[CH:10]=[CH:11]/[C:12]2[C:21]([CH2:22][CH2:23][CH2:24][O:25][Si](C(C)(C)C)(C)C)=[CH:20][C:19]3[C:18]([CH3:34])([CH3:33])[CH2:17][CH2:16][C:15]([CH3:36])([CH3:35])[C:14]=3[CH:13]=2)=[CH:6][CH:5]=1.[F-].C([N+](CCCC)(CCCC)CCCC)CCC, predict the reaction product. The product is: [CH3:1][O:2][C:3](=[O:37])[C:4]1[CH:5]=[CH:6][C:7](/[CH:10]=[CH:11]/[C:12]2[C:21]([CH2:22][CH2:23][CH2:24][OH:25])=[CH:20][C:19]3[C:18]([CH3:33])([CH3:34])[CH2:17][CH2:16][C:15]([CH3:36])([CH3:35])[C:14]=3[CH:13]=2)=[CH:8][CH:9]=1. (4) Given the reactants [Cl:1][C:2]1[N:3]=[C:4]([NH2:19])[C:5]2[CH:10]=[CH:9][N:8]([CH2:11][O:12][CH2:13][CH2:14][Si:15]([CH3:18])([CH3:17])[CH3:16])[C:6]=2[N:7]=1.Cl[CH2:21][CH:22]=O, predict the reaction product. The product is: [Cl:1][C:2]1[N:3]2[CH:21]=[CH:22][N:19]=[C:4]2[C:5]2[CH:10]=[CH:9][N:8]([CH2:11][O:12][CH2:13][CH2:14][Si:15]([CH3:16])([CH3:18])[CH3:17])[C:6]=2[N:7]=1. (5) Given the reactants [CH3:1][N:2]1[C:10]([CH2:11][N:12]2[CH2:17][CH2:16][CH:15]([C:18]([OH:21])([CH3:20])[CH3:19])[CH2:14][CH2:13]2)=[N:9][C:8]2[C:3]1=[N:4][C:5]([Sn](CCCC)(CCCC)CCCC)=[N:6][C:7]=2[N:22]1[CH2:27][CH2:26][O:25][CH2:24][CH2:23]1.[C:41]1([S:47]([N:50]2[C:54]3=[CH:55][N:56]=[CH:57][C:58](Br)=[C:53]3[CH:52]=[CH:51]2)(=[O:49])=[O:48])[CH:46]=[CH:45][CH:44]=[CH:43][CH:42]=1.O1CCOC[CH2:61]1, predict the reaction product. The product is: [C:41]1([S:47]([N:50]2[C:54]3=[CH:55][N:56]=[CH:57][C:58]([C:5]4[N:4]=[C:3]5[C:8]([N:9]=[C:10]([CH2:11][N:12]6[CH2:13][CH2:14][CH:15]([C:18]([OH:21])([CH3:19])[CH3:20])[CH2:16][CH2:17]6)[N:2]5[CH3:1])=[C:7]([N:22]5[CH2:23][CH2:24][O:25][CH2:26][CH2:27]5)[N:6]=4)=[C:53]3[CH:52]=[C:51]2[CH3:61])(=[O:49])=[O:48])[CH:46]=[CH:45][CH:44]=[CH:43][CH:42]=1.